This data is from Catalyst prediction with 721,799 reactions and 888 catalyst types from USPTO. The task is: Predict which catalyst facilitates the given reaction. Reactant: [CH3:1][O:2][C:3]1[CH:8]=[CH:7][C:6]([C:9]2[CH:14]=[CH:13][CH:12]=[CH:11][CH:10]=2)=[CH:5][C:4]=1[NH:15][C:16]([C:18]1[NH:19][CH:20]=[CH:21][N:22]=1)=[S:17].BrBr. Product: [NH:22]1[CH:21]=[CH:20][N:19]=[C:18]1[C:16]1[S:17][C:5]2[C:6]([C:9]3[CH:10]=[CH:11][CH:12]=[CH:13][CH:14]=3)=[CH:7][CH:8]=[C:3]([O:2][CH3:1])[C:4]=2[N:15]=1. The catalyst class is: 22.